Dataset: Retrosynthesis with 50K atom-mapped reactions and 10 reaction types from USPTO. Task: Predict the reactants needed to synthesize the given product. Given the product COC(=O)c1ccncc1NC1CCOCC1, predict the reactants needed to synthesize it. The reactants are: COC(=O)c1ccncc1N.O=C1CCOCC1.